This data is from Reaction yield outcomes from USPTO patents with 853,638 reactions. The task is: Predict the reaction yield, written as a fraction of the theoretical maximum amount of product (1.0 means a 100% yield; for example, 0.34 means a 34% yield). (1) The reactants are Cl[C:2]1[C:11]2[C:6](=[CH:7][C:8]([O:14][CH3:15])=[C:9]([O:12][CH3:13])[CH:10]=2)[N:5]=[CH:4][N:3]=1.[NH2:16][CH2:17][CH2:18][C:19]1[CH:24]=[CH:23][C:22]([NH2:25])=[CH:21][CH:20]=1. The catalyst is C(O)CCC. The product is [NH2:25][C:22]1[CH:23]=[CH:24][C:19]([CH2:18][CH2:17][NH:16][C:2]2[C:11]3[C:6](=[CH:7][C:8]([O:14][CH3:15])=[C:9]([O:12][CH3:13])[CH:10]=3)[N:5]=[CH:4][N:3]=2)=[CH:20][CH:21]=1. The yield is 0.680. (2) The reactants are [CH:1]([C:4]1[CH:12]=[CH:11][C:7]([CH2:8]CN)=[CH:6][CH:5]=1)([CH3:3])[CH3:2].[CH3:13][NH:14]CC1C=CC2C(=CC=CC=2)C=1CCC.Cl.[O:30]=[C:31]1[NH:40][C:39]2[N:38]=[CH:37][C:36](/[CH:41]=[CH:42]/[C:43]([OH:45])=O)=[CH:35][C:34]=2[CH2:33][CH2:32]1.Cl.CN1CC2C=C(/C=C/C(O)=O)C=NC=2NC(=O)C1. No catalyst specified. The product is [CH:1]([C:4]1[CH:5]=[CH:6][C:7]([CH2:8][N:14]([CH3:13])[C:43](=[O:45])/[CH:42]=[CH:41]/[C:36]2[CH:37]=[N:38][C:39]3[NH:40][C:31](=[O:30])[CH2:32][CH2:33][C:34]=3[CH:35]=2)=[CH:11][CH:12]=1)([CH3:2])[CH3:3]. The yield is 0.610. (3) The reactants are [F:1][C:2]([F:14])([F:13])[O:3][C:4]1[CH:5]=[C:6]([CH:10]=[CH:11][CH:12]=1)[C:7]([OH:9])=O.C(Cl)(=O)C(Cl)=O.CN(C)C=O.[NH2:26][C:27]1[C:28]([F:52])=[CH:29][C:30]([Cl:51])=[C:31]([CH:50]=1)[O:32][C:33]1[CH:47]=[CH:46][C:36]2[N:37]=[C:38]([NH:40][C:41]([CH:43]3[CH2:45][CH2:44]3)=[O:42])[S:39][C:35]=2[C:34]=1[C:48]#[N:49]. The catalyst is O1CCCC1.C(OCC)(=O)C. The product is [Cl:51][C:30]1[C:31]([O:32][C:33]2[CH:47]=[CH:46][C:36]3[N:37]=[C:38]([NH:40][C:41]([CH:43]4[CH2:45][CH2:44]4)=[O:42])[S:39][C:35]=3[C:34]=2[C:48]#[N:49])=[CH:50][C:27]([NH:26][C:7](=[O:9])[C:6]2[CH:10]=[CH:11][CH:12]=[C:4]([O:3][C:2]([F:1])([F:14])[F:13])[CH:5]=2)=[C:28]([F:52])[CH:29]=1. The yield is 0.650. (4) The reactants are C(N(CC)CC)C.FC(F)(F)S([O:13][Si:14]([C:17]([CH3:20])([CH3:19])[CH3:18])([CH3:16])[CH3:15])(=O)=O.[Br:23][C:24]1[C:25]([CH3:36])=[C:26]([CH3:35])[C:27]2[O:31][CH2:30][C:29](=O)[C:28]=2[C:33]=1[CH3:34].O.C(=O)(O)[O-].[Na+]. The catalyst is C(OCC)(=O)C.C1(C)C=CC=CC=1. The product is [Br:23][C:24]1[C:25]([CH3:36])=[C:26]([CH3:35])[C:27]2[O:31][CH:30]=[C:29]([O:13][Si:14]([C:17]([CH3:20])([CH3:19])[CH3:18])([CH3:16])[CH3:15])[C:28]=2[C:33]=1[CH3:34]. The yield is 0.950. (5) No catalyst specified. The reactants are [NH2:1][CH:2]([C:6]1[CH:11]=[CH:10][C:9]([Cl:12])=[C:8]([F:13])[CH:7]=1)[C:3]([OH:5])=[O:4].S(Cl)(Cl)=O.[CH3:18]O. The yield is 1.05. The product is [ClH:12].[NH2:1][CH:2]([C:6]1[CH:11]=[CH:10][C:9]([Cl:12])=[C:8]([F:13])[CH:7]=1)[C:3]([O:5][CH3:18])=[O:4]. (6) The reactants are [CH2:1]([O:3][C@@H:4]([CH2:10][C:11]1[CH:16]=[CH:15][C:14]([O:17][CH2:18][C:19]([N:21]([CH2:33][CH3:34])[CH2:22][C:23]2[CH:28]=[CH:27][C:26]([C:29]([F:32])([F:31])[F:30])=[CH:25][CH:24]=2)=[O:20])=[CH:13][CH:12]=1)[C:5]([O:7]CC)=[O:6])[CH3:2].Cl. The catalyst is C(#N)C.O.[Li+].[OH-]. The product is [CH2:1]([O:3][C@@H:4]([CH2:10][C:11]1[CH:16]=[CH:15][C:14]([O:17][CH2:18][C:19]([N:21]([CH2:33][CH3:34])[CH2:22][C:23]2[CH:24]=[CH:25][C:26]([C:29]([F:31])([F:32])[F:30])=[CH:27][CH:28]=2)=[O:20])=[CH:13][CH:12]=1)[C:5]([OH:7])=[O:6])[CH3:2]. The yield is 0.960. (7) The reactants are [CH:1](=O)[C:2]1[CH:7]=[CH:6][CH:5]=[N:4][CH:3]=1.Cl.[NH2:10][C:11]1([C:14]([O:16][CH2:17][CH3:18])=[O:15])[CH2:13][CH2:12]1. No catalyst specified. The product is [CH3:12][C:11]([NH:10][CH2:1][C:2]1[CH:3]=[N:4][CH:5]=[CH:6][CH:7]=1)([CH3:13])[C:14]([O:16][CH2:17][CH3:18])=[O:15]. The yield is 0.950. (8) The reactants are O=[C:2]1[N:21]([CH:22]2[CH2:27][CH2:26][O:25][CH2:24][CH2:23]2)[C:5]2=[N:6][C:7]([C:10]3[CH:11]=[N:12][N:13]4[CH:18]=[CH:17][C:16]([C:19]#[N:20])=[CH:15][C:14]=34)=[CH:8][CH:9]=[C:4]2[NH:3]1.C(O)(=O)CC(CC(O)=O)(C(O)=O)O.C(OCC)(OCC)OCC. The catalyst is CCO. The product is [O:25]1[CH2:24][CH2:23][CH:22]([N:21]2[C:5]3=[N:6][C:7]([C:10]4[CH:11]=[N:12][N:13]5[CH:18]=[CH:17][C:16]([C:19]#[N:20])=[CH:15][C:14]=45)=[CH:8][CH:9]=[C:4]3[N:3]=[CH:2]2)[CH2:27][CH2:26]1. The yield is 0.410. (9) The yield is 0.760. The reactants are [CH:1]([N:4]1[CH2:9][CH2:8][CH:7]([O:10][C:11]2[CH:19]=[CH:18][C:17]3[N:16]4[C@H:20]([CH3:25])[CH2:21][NH:22][C:23](=[O:24])[C:15]4=[CH:14][C:13]=3[CH:12]=2)[CH2:6][CH2:5]1)([CH3:3])[CH3:2].[H-].[Na+].Br[CH2:29][C:30]1[CH:34]=[C:33]([CH3:35])[O:32][N:31]=1. No catalyst specified. The product is [CH:1]([N:4]1[CH2:9][CH2:8][CH:7]([O:10][C:11]2[CH:19]=[CH:18][C:17]3[N:16]4[C@H:20]([CH3:25])[CH2:21][N:22]([CH2:29][C:30]5[CH:34]=[C:33]([CH3:35])[O:32][N:31]=5)[C:23](=[O:24])[C:15]4=[CH:14][C:13]=3[CH:12]=2)[CH2:6][CH2:5]1)([CH3:3])[CH3:2]. (10) The reactants are [CH2:1]([O:4][C@H:5]1[CH2:9][N:8]([C:10]([O:12][C:13]([CH3:16])([CH3:15])[CH3:14])=[O:11])[C@@H:7]([C@H:17]2[O:21][C:20]([CH3:23])([CH3:22])[N:19](C(OCC3C=CC=CC=3)=O)[C@H:18]2[CH2:34][C:35]2[CH:40]=[CH:39][CH:38]=[CH:37][CH:36]=2)[CH2:6]1)[CH:2]=[CH2:3]. The product is [CH2:34]([C@H:18]1[C@@H:17]([C@H:7]2[CH2:6][C@@H:5]([O:4][CH2:1][CH2:2][CH3:3])[CH2:9][N:8]2[C:10]([O:12][C:13]([CH3:16])([CH3:15])[CH3:14])=[O:11])[O:21][C:20]([CH3:22])([CH3:23])[NH:19]1)[C:35]1[CH:40]=[CH:39][CH:38]=[CH:37][CH:36]=1. The catalyst is C(OCC)(=O)C. The yield is 1.00.